Dataset: Reaction yield outcomes from USPTO patents with 853,638 reactions. Task: Predict the reaction yield, written as a fraction of the theoretical maximum amount of product (1.0 means a 100% yield; for example, 0.34 means a 34% yield). (1) The reactants are [CH2:1]([N:8]1[CH2:13][CH2:12][NH:11][CH2:10][CH2:9]1)[C:2]1[CH:7]=[CH:6][CH:5]=[CH:4][CH:3]=1.Cl[C:15]1[CH:20]=[CH:19][C:18]([N+:21]([O-:23])=[O:22])=[CH:17][C:16]=1OC.[C:26]([O-])([O-])=[O:27].[K+].[K+].Cl. The catalyst is CN(C=O)C.O. The product is [CH2:1]([N:8]1[CH2:13][CH2:12][N:11]([C:15]2[CH:16]=[CH:17][C:18]([N+:21]([O-:23])=[O:22])=[C:19]([O:27][CH3:26])[CH:20]=2)[CH2:10][CH2:9]1)[C:2]1[CH:3]=[CH:4][CH:5]=[CH:6][CH:7]=1. The yield is 0.570. (2) The reactants are S(=O)(=O)(O)O.[BrH:6].[CH:7]1([CH2:13][CH2:14]O)[CH2:12][CH2:11][CH2:10][CH2:9][CH2:8]1. No catalyst specified. The product is [Br:6][CH2:14][CH2:13][CH:7]1[CH2:12][CH2:11][CH2:10][CH2:9][CH2:8]1. The yield is 0.850. (3) The reactants are [Cl:1][C:2]1(C2C=CC=C(C(=O)NC)C=2)[CH:7]=[CH:6][C:5]([N:8]([C:12]2[CH:17]=[CH:16][CH:15]=[CH:14][C:13]=2[C:18]([F:21])([F:20])[F:19])[C:9](=[O:11])[NH2:10])=[C:4](NC(O)=O)[CH2:3]1.[CH3:36][NH:37][C:38]([C:40]1[CH:41]=[C:42]([CH:44]=[CH:45][CH:46]=1)[NH2:43])=[O:39].C1C=CC2N(O)N=NC=2C=1.O.CN1CC[O:62][CH2:61]C1.CCN=C=NCCCN(C)C.Cl. The catalyst is CN(C=O)C.O. The product is [Cl:1][C:2]1([C:61](=[O:62])[NH:43][C:42]2[CH:44]=[CH:45][CH:46]=[C:40]([C:38](=[O:39])[NH:37][CH3:36])[CH:41]=2)[CH:7]=[CH:6][C:5]([N:8]([C:12]2[CH:17]=[CH:16][CH:15]=[CH:14][C:13]=2[C:18]([F:19])([F:21])[F:20])[C:9](=[O:11])[NH2:10])=[CH:4][CH2:3]1. The yield is 0.410.